From a dataset of Reaction yield outcomes from USPTO patents with 853,638 reactions. Predict the reaction yield, written as a fraction of the theoretical maximum amount of product (1.0 means a 100% yield; for example, 0.34 means a 34% yield). (1) The reactants are [Cl:1][C:2]1[CH:3]=[C:4]([CH:8]([OH:31])[CH2:9][NH:10][C:11]2[CH:16]=[CH:15][NH:14][C:13](=[O:17])[C:12]=2[C:18]2[NH:19][C:20]3[CH:26]=[C:25]([C:27]([NH2:29])=O)[CH:24]=[C:23]([CH3:30])[C:21]=3[N:22]=2)[CH:5]=[CH:6][CH:7]=1. The catalyst is C1COCC1. The product is [NH2:29][CH2:27][C:25]1[CH:24]=[C:23]([CH3:30])[C:21]2[N:22]=[C:18]([C:12]3[C:13](=[O:17])[NH:14][CH:15]=[CH:16][C:11]=3[NH:10][CH2:9][CH:8]([C:4]3[CH:5]=[CH:6][CH:7]=[C:2]([Cl:1])[CH:3]=3)[OH:31])[NH:19][C:20]=2[CH:26]=1. The yield is 0.600. (2) The reactants are [Br:1][C:2]1[CH:3]=[CH:4][C:5]([Cl:16])=[C:6]([CH:15]=1)[CH2:7][C:8]1[CH:13]=[CH:12][C:11]([OH:14])=[CH:10][CH:9]=1.C([O-])([O-])=O.[Cs+].[Cs+].[CH2:23](Br)[CH:24]=[CH2:25]. The catalyst is CN(C=O)C.C(OCC)(=O)C. The product is [CH2:25]([O:14][C:11]1[CH:12]=[CH:13][C:8]([CH2:7][C:6]2[CH:15]=[C:2]([Br:1])[CH:3]=[CH:4][C:5]=2[Cl:16])=[CH:9][CH:10]=1)[CH:24]=[CH2:23]. The yield is 0.896. (3) The reactants are [NH2:1][C:2]1[N:7]=[CH:6][C:5]([N:8]2[CH2:13][CH2:12][N:11]([C:14]([O:16][C:17]([CH3:20])([CH3:19])[CH3:18])=[O:15])[CH2:10][C@@H:9]2[CH2:21][CH3:22])=[CH:4][CH:3]=1.Br[C:24]1[C:25](=[O:32])[N:26]([CH3:31])[CH:27]=[C:28]([Br:30])[CH:29]=1.CC1(C)C2C(=C(P(C3C=CC=CC=3)C3C=CC=CC=3)C=CC=2)OC2C(P(C3C=CC=CC=3)C3C=CC=CC=3)=CC=CC1=2.C(=O)([O-])[O-].[Cs+].[Cs+]. The product is [Br:30][C:28]1[CH:29]=[C:24]([NH:1][C:2]2[N:7]=[CH:6][C:5]([N:8]3[CH2:13][CH2:12][N:11]([C:14]([O:16][C:17]([CH3:18])([CH3:20])[CH3:19])=[O:15])[CH2:10][C@@H:9]3[CH2:21][CH3:22])=[CH:4][CH:3]=2)[C:25](=[O:32])[N:26]([CH3:31])[CH:27]=1. The yield is 0.550. The catalyst is C1C=CC(/C=C/C(/C=C/C2C=CC=CC=2)=O)=CC=1.C1C=CC(/C=C/C(/C=C/C2C=CC=CC=2)=O)=CC=1.C1C=CC(/C=C/C(/C=C/C2C=CC=CC=2)=O)=CC=1.[Pd].[Pd].O1CCOCC1. (4) The reactants are [C:1]([O:5][C:6]([N:8]1C(C2C=CC(C#N)=CC=2)O1)=[O:7])([CH3:4])([CH3:3])[CH3:2].[NH2:19][C:20]([CH3:24])([CH3:23])[CH2:21][OH:22]. The catalyst is C(OCC)C. The product is [C:1]([O:5][C:6]([NH:8][NH:19][C:20]([CH3:24])([CH3:23])[CH2:21][OH:22])=[O:7])([CH3:2])([CH3:3])[CH3:4]. The yield is 0.400. (5) The reactants are [OH:1][C:2]1[CH:7]=[CH:6][C:5]([C:8]([C:10]2[CH:15]=[CH:14][C:13]([OH:16])=[CH:12][CH:11]=2)=O)=[CH:4][CH:3]=1.[CH2:17]([O:19][C:20](=[O:34])[CH2:21][O:22][C:23]1[CH:28]=[CH:27][CH:26]=[C:25]([C:29](=O)[CH2:30][CH2:31][CH3:32])[CH:24]=1)[CH3:18]. No catalyst specified. The product is [CH2:17]([O:19][C:20](=[O:34])[CH2:21][O:22][C:23]1[CH:28]=[CH:27][CH:26]=[C:25]([C:29]([CH2:30][CH2:31][CH3:32])=[C:8]([C:10]2[CH:15]=[CH:14][C:13]([OH:16])=[CH:12][CH:11]=2)[C:5]2[CH:6]=[CH:7][C:2]([OH:1])=[CH:3][CH:4]=2)[CH:24]=1)[CH3:18]. The yield is 0.850. (6) The reactants are [NH:1]1[C:5]2=[N:6][CH:7]=[C:8]([C:10]3[CH:11]=[C:12]([C:16]([N:18]4[CH2:23][CH2:22][O:21][CH2:20][CH2:19]4)=[O:17])[CH:13]=[CH:14][CH:15]=3)[CH:9]=[C:4]2[CH:3]=[CH:2]1.C1C(=O)N([I:31])C(=O)C1. The catalyst is CC(C)=O. The product is [I:31][C:3]1[C:4]2[C:5](=[N:6][CH:7]=[C:8]([C:10]3[CH:11]=[C:12]([C:16]([N:18]4[CH2:23][CH2:22][O:21][CH2:20][CH2:19]4)=[O:17])[CH:13]=[CH:14][CH:15]=3)[CH:9]=2)[NH:1][CH:2]=1. The yield is 0.770.